This data is from Full USPTO retrosynthesis dataset with 1.9M reactions from patents (1976-2016). The task is: Predict the reactants needed to synthesize the given product. Given the product [NH:1]1[C:5]2[CH:6]=[CH:7][CH:8]=[CH:9][C:4]=2[N:3]=[C:2]1[NH:10][CH2:11][C:12]1[CH:17]=[CH:16][CH:15]=[C:14]([NH:18][C:19]2[CH:24]=[C:23]([C:29]3[CH:30]=[CH:31][CH:32]=[CH:33][C:28]=3[O:27][CH3:26])[N:22]=[CH:21][N:20]=2)[CH:13]=1, predict the reactants needed to synthesize it. The reactants are: [NH:1]1[C:5]2[CH:6]=[CH:7][CH:8]=[CH:9][C:4]=2[N:3]=[C:2]1[NH:10][CH2:11][C:12]1[CH:17]=[CH:16][CH:15]=[C:14]([NH:18][C:19]2[CH:24]=[C:23](Cl)[N:22]=[CH:21][N:20]=2)[CH:13]=1.[CH3:26][O:27][C:28]1[CH:33]=[CH:32][CH:31]=[CH:30][C:29]=1B(O)O.C([O-])([O-])=O.[Na+].[Na+].O.